Dataset: Full USPTO retrosynthesis dataset with 1.9M reactions from patents (1976-2016). Task: Predict the reactants needed to synthesize the given product. Given the product [CH:20]([CH2:1][C@H:3]1[CH2:8][CH2:7][C@H:6]([CH2:9][O:10][C:11]2[CH:16]=[CH:15][CH:14]=[C:13]([F:17])[C:12]=2[F:18])[CH2:5][CH2:4]1)=[O:21], predict the reactants needed to synthesize it. The reactants are: [CH:1]([C@H:3]1[CH2:8][CH2:7][C@H:6]([CH2:9][O:10][C:11]2[CH:16]=[CH:15][CH:14]=[C:13]([F:17])[C:12]=2[F:18])[CH2:5][CH2:4]1)=O.[Cl-].[CH3:20][O:21]C[P+](C1C=CC=CC=1)(C1C=CC=CC=1)C1C=CC=CC=1.CC(C)([O-])C.[K+].O.